From a dataset of Reaction yield outcomes from USPTO patents with 853,638 reactions. Predict the reaction yield, written as a fraction of the theoretical maximum amount of product (1.0 means a 100% yield; for example, 0.34 means a 34% yield). (1) The reactants are [C:1]([N:9]=[C:10]=[O:11])(=[O:8])[C:2]1[CH:7]=[CH:6][CH:5]=[CH:4][CH:3]=1.[NH2:12][CH:13]1[CH2:18][CH2:17][N:16]([C:19]([O:21][C:22]([CH3:25])([CH3:24])[CH3:23])=[O:20])[CH2:15][CH2:14]1. The catalyst is C(Cl)Cl. The product is [C:1]([NH:9][C:10](=[O:11])[NH:12][CH:13]1[CH2:14][CH2:15][N:16]([C:19]([O:21][C:22]([CH3:25])([CH3:24])[CH3:23])=[O:20])[CH2:17][CH2:18]1)(=[O:8])[C:2]1[CH:7]=[CH:6][CH:5]=[CH:4][CH:3]=1. The yield is 0.550. (2) The reactants are [F:1][C:2]([F:23])([F:22])[C:3]1[CH:8]=[CH:7][C:6]([C:9]2[CH:13]=[C:12]([C:14]3[CH:15]=[C:16]([CH:19]=[CH:20][CH:21]=3)[CH:17]=[O:18])[O:11][N:10]=2)=[CH:5][CH:4]=1.P([O-])(O)(O)=[O:25].[Na+].CC(=CC)C.Cl([O-])=O.[Na+].S([O-])([O-])=O.[Na+].[Na+].Cl. The catalyst is O.C(#N)C. The product is [F:23][C:2]([F:1])([F:22])[C:3]1[CH:4]=[CH:5][C:6]([C:9]2[CH:13]=[C:12]([C:14]3[CH:15]=[C:16]([CH:19]=[CH:20][CH:21]=3)[C:17]([OH:25])=[O:18])[O:11][N:10]=2)=[CH:7][CH:8]=1. The yield is 0.800. (3) The reactants are [CH3:1][O:2][C:3]1[CH:12]=[CH:11][C:6]2[C:7](=[O:10])[CH2:8][O:9][C:5]=2[C:4]=1[C:13]#[C:14][CH:15]1[CH2:20][CH2:19][N:18]([C:21]([O:23][C:24]([CH3:27])([CH3:26])[CH3:25])=[O:22])[CH2:17][CH2:16]1. The catalyst is C(O)C.[Pd]. The product is [CH3:1][O:2][C:3]1[CH:12]=[CH:11][C:6]2[C:7](=[O:10])[CH2:8][O:9][C:5]=2[C:4]=1[CH2:13][CH2:14][CH:15]1[CH2:20][CH2:19][N:18]([C:21]([O:23][C:24]([CH3:27])([CH3:26])[CH3:25])=[O:22])[CH2:17][CH2:16]1. The yield is 0.810. (4) The reactants are C([O:3][C:4]([C:6]1([CH3:27])[CH2:11][CH2:10][N:9]([C:12]2[N:13]=[N:14][C:15]([CH2:20][C:21]3[CH:26]=[CH:25][CH:24]=[CH:23][CH:22]=3)=[C:16]([CH3:19])[C:17]=2[CH3:18])[CH2:8][CH2:7]1)=[O:5])C.[OH-].[Na+]. The catalyst is CCO.O. The product is [CH2:20]([C:15]1[N:14]=[N:13][C:12]([N:9]2[CH2:10][CH2:11][C:6]([CH3:27])([C:4]([OH:5])=[O:3])[CH2:7][CH2:8]2)=[C:17]([CH3:18])[C:16]=1[CH3:19])[C:21]1[CH:26]=[CH:25][CH:24]=[CH:23][CH:22]=1. The yield is 0.890. (5) The reactants are [N:1]1[CH:6]=[CH:5][CH:4]=[CH:3][C:2]=1[CH2:7][O:8][C:9]1[CH:10]=[C:11]2[C:15](=[CH:16][CH:17]=1)[N:14]([CH2:18][C:19]1[CH:24]=[CH:23][C:22]([C:25]3[CH:26]=[CH:27][C:28]([O:31][CH3:32])=[N:29][CH:30]=3)=[CH:21][CH:20]=1)[C:13]([CH2:33][C:34]([CH3:39])([CH3:38])[C:35]([OH:37])=[O:36])=[C:12]2[S:40][C:41]([CH3:44])([CH3:43])[CH3:42].[OH-].[Na+:46]. The catalyst is CCO. The product is [N:1]1[CH:6]=[CH:5][CH:4]=[CH:3][C:2]=1[CH2:7][O:8][C:9]1[CH:10]=[C:11]2[C:15](=[CH:16][CH:17]=1)[N:14]([CH2:18][C:19]1[CH:20]=[CH:21][C:22]([C:25]3[CH:26]=[CH:27][C:28]([O:31][CH3:32])=[N:29][CH:30]=3)=[CH:23][CH:24]=1)[C:13]([CH2:33][C:34]([CH3:39])([CH3:38])[C:35]([O-:37])=[O:36])=[C:12]2[S:40][C:41]([CH3:44])([CH3:43])[CH3:42].[Na+:46]. The yield is 1.00.